Dataset: Reaction yield outcomes from USPTO patents with 853,638 reactions. Task: Predict the reaction yield, written as a fraction of the theoretical maximum amount of product (1.0 means a 100% yield; for example, 0.34 means a 34% yield). (1) The reactants are [Cl:1][C:2]1[N:11]=[CH:10][C:9]2[NH:8][C:7](=[O:12])[CH:6]([CH3:13])[N:5]([CH2:14][CH2:15][CH:16]([CH3:18])[CH3:17])[C:4]=2[N:3]=1.C(N(CC)CC)C.[C:26]1(B(O)O)[CH:31]=[CH:30][CH:29]=[CH:28][CH:27]=1. The catalyst is ClCCl. The product is [Cl:1][C:2]1[N:11]=[CH:10][C:9]2[N:8]([C:26]3[CH:31]=[CH:30][CH:29]=[CH:28][CH:27]=3)[C:7](=[O:12])[CH:6]([CH3:13])[N:5]([CH2:14][CH2:15][CH:16]([CH3:18])[CH3:17])[C:4]=2[N:3]=1. The yield is 0.390. (2) The reactants are N[C:2]([C:9]1C=CC2C(=CC=C(OCCCCCCC)C=2)N=1)([CH3:8])[C:3]([O:5]CC)=[O:4].[CH3:27][OH:28].[CH3:29][O-:30].[Na+]. The catalyst is O. The product is [CH3:27][O:28][CH2:29][O:30][CH2:9][C@@H:2]([CH3:8])[C:3]([OH:5])=[O:4]. The yield is 0.960.